The task is: Predict the reaction yield, written as a fraction of the theoretical maximum amount of product (1.0 means a 100% yield; for example, 0.34 means a 34% yield).. This data is from Reaction yield outcomes from USPTO patents with 853,638 reactions. (1) The reactants are [F:1][C:2]1[CH:7]=[CH:6][C:5](B(O)O)=[CH:4][CH:3]=1.Br[C:12]1[CH:20]=[CH:19][CH:18]=[C:17]2[C:13]=1[CH2:14][CH:15]([NH:21][C:22](=[O:30])[C:23]1[CH:28]=[CH:27][C:26]([F:29])=[CH:25][CH:24]=1)[CH2:16]2.BrC1C=C2C(=CC=1)CC(NC(=O)C1C=CC(F)=CC=1)C2.O.O.O.O.O.O.O.O.[OH-].[Ba+2].[OH-]. The catalyst is O.C(COC)OC.[Pd].C1(P(C2C=CC=CC=2)C2C=CC=CC=2)C=CC=CC=1.C1(P(C2C=CC=CC=2)C2C=CC=CC=2)C=CC=CC=1.C1(P(C2C=CC=CC=2)C2C=CC=CC=2)C=CC=CC=1.C1(P(C2C=CC=CC=2)C2C=CC=CC=2)C=CC=CC=1. The product is [F:29][C:26]1[CH:27]=[CH:28][C:23]([C:22]([NH:21][CH:15]2[CH2:16][C:17]3[C:13](=[CH:12][CH:20]=[C:19]([C:5]4[CH:6]=[CH:7][C:2]([F:1])=[CH:3][CH:4]=4)[CH:18]=3)[CH2:14]2)=[O:30])=[CH:24][CH:25]=1. The yield is 0.270. (2) The catalyst is C(Cl)Cl. The yield is 0.800. The reactants are C(Cl)(=O)C=O.[F:6][C:7]1[C:8]([O:18][CH3:19])=[C:9](/[CH:14]=[CH:15]\[CH2:16][OH:17])[C:10]([F:13])=[CH:11][CH:12]=1.C[N:21](C)[C:22]1[CH:27]=CC=CC=1.CC[N:31](CC)CC.[OH2:36]. The product is [N+:21](=[CH:22][C:27]([O:17][CH2:16]/[CH:15]=[CH:14]\[C:9]1[C:10]([F:13])=[CH:11][CH:12]=[C:7]([F:6])[C:8]=1[O:18][CH3:19])=[O:36])=[N-:31]. (3) The catalyst is ClCCl. The yield is 0.230. The reactants are [OH:1][C:2]1[C:7]2[CH2:8][O:9][C@@H:10]3[C@H:14]([C:6]=2[CH:5]=[CH:4][CH:3]=1)[CH2:13][N:12]([C:15]([O:17][C:18]([CH3:21])([CH3:20])[CH3:19])=[O:16])[CH2:11]3.[C:22](=O)([O-])[O-].[K+].[K+].IC.C(N(CC)CC)C. The product is [CH3:22][O:1][C:2]1[C:7]2[CH2:8][O:9][C@@H:10]3[C@H:14]([C:6]=2[CH:5]=[CH:4][CH:3]=1)[CH2:13][N:12]([C:15]([O:17][C:18]([CH3:21])([CH3:20])[CH3:19])=[O:16])[CH2:11]3.